Dataset: Full USPTO retrosynthesis dataset with 1.9M reactions from patents (1976-2016). Task: Predict the reactants needed to synthesize the given product. (1) Given the product [CH2:28]([N:17]([CH2:15][CH3:16])[C:18]1[CH:19]=[C:20]([C:21]2[O:1][N:2]=[C:3]([C:4]3[CH:9]=[CH:8][C:7]([O:10][CH2:11][CH2:12][CH3:13])=[CH:6][CH:5]=3)[N:14]=2)[CH:24]=[C:25]([CH3:27])[N:26]=1)[CH3:29], predict the reactants needed to synthesize it. The reactants are: [OH:1][NH:2][C:3](=[NH:14])[C:4]1[CH:9]=[CH:8][C:7]([O:10][CH2:11][CH2:12][CH3:13])=[CH:6][CH:5]=1.[CH2:15]([N:17]([CH2:28][CH3:29])[C:18]1[CH:19]=[C:20]([CH:24]=[C:25]([CH3:27])[N:26]=1)[C:21](O)=O)[CH3:16]. (2) Given the product [F:18][C:14]1[CH:13]=[C:12]([C:4]2[C:3]([CH3:19])=[C:2]([N:34]3[C:28]4[C:29](=[N:30][CH:31]=[C:26]([N:23]5[CH2:24][CH2:25][O:20][CH2:21][CH2:22]5)[CH:27]=4)[C:32]4([CH2:39][CH2:38][O:37][CH2:36][CH2:35]4)[CH2:33]3)[C:11]3[C:6](=[N:7][CH:8]=[CH:9][CH:10]=3)[N:5]=2)[CH:17]=[CH:16][CH:15]=1, predict the reactants needed to synthesize it. The reactants are: Cl[C:2]1[C:11]2[C:6](=[N:7][CH:8]=[CH:9][CH:10]=2)[N:5]=[C:4]([C:12]2[CH:17]=[CH:16][CH:15]=[C:14]([F:18])[CH:13]=2)[C:3]=1[CH3:19].[O:20]1[CH2:25][CH2:24][N:23]([C:26]2[CH:27]=[C:28]3[NH:34][CH2:33][C:32]4([CH2:39][CH2:38][O:37][CH2:36][CH2:35]4)[C:29]3=[N:30][CH:31]=2)[CH2:22][CH2:21]1.CC(C)([O-])C.[Na+]. (3) The reactants are: C([N-]C(C)C)(C)C.[Li+].C(NC(C)C)(C)C.[Li]CCCC.[CH2:21]([O:23][C:24]1[CH2:29][CH2:28][CH2:27][C:26](=[O:30])[CH:25]=1)[CH3:22].CN(C)P(N(C)C)(N(C)C)=O.I[CH2:43][CH2:44][CH2:45][O:46][Si:47]([C:50]([CH3:53])([CH3:52])[CH3:51])([CH3:49])[CH3:48]. Given the product [CH2:21]([O:23][C:24]1[CH2:29][CH2:28][CH:27]([CH2:43][CH2:44][CH2:45][O:46][Si:47]([C:50]([CH3:51])([CH3:53])[CH3:52])([CH3:48])[CH3:49])[C:26](=[O:30])[CH:25]=1)[CH3:22], predict the reactants needed to synthesize it. (4) Given the product [CH3:28][C:4]1[C:3]([CH3:29])=[C:2]([C:35]2[N:31]([CH3:30])[N:32]=[CH:33][CH:34]=2)[N:7]=[N:6][C:5]=1[N:8]1[CH2:13][CH2:12][CH:11]([N:14]([CH2:16][C:17]2[CH:22]=[CH:21][C:20]([F:23])=[CH:19][C:18]=2[C:24]([F:27])([F:26])[F:25])[CH3:15])[CH2:10][CH2:9]1, predict the reactants needed to synthesize it. The reactants are: Cl[C:2]1[N:7]=[N:6][C:5]([N:8]2[CH2:13][CH2:12][CH:11]([N:14]([CH2:16][C:17]3[CH:22]=[CH:21][C:20]([F:23])=[CH:19][C:18]=3[C:24]([F:27])([F:26])[F:25])[CH3:15])[CH2:10][CH2:9]2)=[C:4]([CH3:28])[C:3]=1[CH3:29].[CH3:30][N:31]1[C:35](B(O)O)=[CH:34][CH:33]=[N:32]1.C(=O)([O-])[O-].[Na+].[Na+].C1(C)C=CC=CC=1. (5) Given the product [C:4]1([C:3]2[C:13]([C:14]([O:16][CH3:17])=[O:15])=[C:12]([C:11]([O:19][CH3:20])=[O:18])[O:1][N:2]=2)[CH:9]=[CH:8][CH:7]=[CH:6][CH:5]=1, predict the reactants needed to synthesize it. The reactants are: [OH:1]/[N:2]=[C:3](\Cl)/[C:4]1[CH:9]=[CH:8][CH:7]=[CH:6][CH:5]=1.[C:11]([O:19][CH3:20])(=[O:18])[C:12]#[C:13][C:14]([O:16][CH3:17])=[O:15].CCN(CC)CC. (6) Given the product [CH:18]([N:17]1[C:11]2[CH:10]=[C:9]([NH:8][C:6]3[CH:5]=[CH:4][N:3]=[C:2]([N:22]4[CH2:27][CH2:26][CH2:25][CH:24]([C:28]#[N:29])[CH2:23]4)[N:7]=3)[N:14]=[CH:13][C:12]=2[N:15]=[C:16]1[CH3:21])([CH3:20])[CH3:19], predict the reactants needed to synthesize it. The reactants are: Cl[C:2]1[N:7]=[C:6]([NH:8][C:9]2[N:14]=[CH:13][C:12]3[N:15]=[C:16]([CH3:21])[N:17]([CH:18]([CH3:20])[CH3:19])[C:11]=3[CH:10]=2)[CH:5]=[CH:4][N:3]=1.[NH:22]1[CH2:27][CH2:26][CH2:25][CH:24]([C:28]#[N:29])[CH2:23]1.C(N(CC)CC)C. (7) Given the product [CH2:1]([S:8][CH2:9][C@H:10]([NH:11][C:28]1[S:29][C:30]([N+:33]([O-:35])=[O:34])=[CH:31][N:32]=1)[C:12]([OH:14])=[O:13])[C:2]1[CH:7]=[CH:6][CH:5]=[CH:4][CH:3]=1, predict the reactants needed to synthesize it. The reactants are: [CH2:1]([S:8][CH2:9][C@@H:10]([C:12]([OH:14])=[O:13])[NH2:11])[C:2]1[CH:7]=[CH:6][CH:5]=[CH:4][CH:3]=1.C[Si](C([Si](C)(C)C)C(N)=O)(C)C.Br[C:28]1[S:29][C:30]([N+:33]([O-:35])=[O:34])=[CH:31][N:32]=1. (8) Given the product [CH:1]([C:4]1[CH:5]=[C:6]([C:12]([NH:15][C:16]2[CH:17]=[CH:18][C:19]([C:22]([O:24][CH3:25])=[O:23])=[N:20][CH:21]=2)=[O:14])[S:7][C:8]=1[CH:9]([CH3:10])[CH3:11])([CH3:2])[CH3:3], predict the reactants needed to synthesize it. The reactants are: [CH:1]([C:4]1[CH:5]=[C:6]([C:12]([OH:14])=O)[S:7][C:8]=1[CH:9]([CH3:11])[CH3:10])([CH3:3])[CH3:2].[NH2:15][C:16]1[CH:17]=[CH:18][C:19]([C:22]([O:24][CH3:25])=[O:23])=[N:20][CH:21]=1. (9) The reactants are: I[C:2]1[CH:3]=[C:4]([CH:10]=[CH:11][CH:12]=1)[C:5]([O:7][CH2:8][CH3:9])=[O:6].C([Mg]Cl)(C)C.[Cl:18][C:19]1[CH:20]=[CH:21][C:22]([CH3:27])=[C:23]([CH:26]=1)[CH:24]=[O:25].[NH4+].[Cl-]. Given the product [Cl:18][C:19]1[CH:20]=[CH:21][C:22]([CH3:27])=[C:23]([CH:24]([OH:25])[C:2]2[CH:3]=[C:4]([CH:10]=[CH:11][CH:12]=2)[C:5]([O:7][CH2:8][CH3:9])=[O:6])[CH:26]=1, predict the reactants needed to synthesize it.